From a dataset of Forward reaction prediction with 1.9M reactions from USPTO patents (1976-2016). Predict the product of the given reaction. (1) Given the reactants [Si:1]([O:18][CH2:19][CH:20]1[CH2:25][CH:24]([OH:26])[CH:23]([CH3:27])[CH2:22][CH2:21]1)([C:14]([CH3:17])([CH3:16])[CH3:15])([C:8]1[CH:13]=[CH:12][CH:11]=[CH:10][CH:9]=1)[C:2]1[CH:7]=[CH:6][CH:5]=[CH:4][CH:3]=1.CC(OI1(OC(C)=O)(OC(C)=O)OC(=O)C2C=CC=CC1=2)=O, predict the reaction product. The product is: [Si:1]([O:18][CH2:19][CH:20]1[CH2:25][C:24](=[O:26])[CH:23]([CH3:27])[CH2:22][CH2:21]1)([C:14]([CH3:17])([CH3:15])[CH3:16])([C:8]1[CH:13]=[CH:12][CH:11]=[CH:10][CH:9]=1)[C:2]1[CH:3]=[CH:4][CH:5]=[CH:6][CH:7]=1. (2) Given the reactants Cl[C:2]1[CH:7]=[C:6]([F:8])[CH:5]=[CH:4][N:3]=1.[C:9](=[O:16])([O:11][C:12]([CH3:15])([CH3:14])[CH3:13])[NH2:10].C(=O)([O-])[O-].[Cs+].[Cs+], predict the reaction product. The product is: [F:8][C:6]1[CH:5]=[CH:4][N:3]=[C:2]([NH:10][C:9](=[O:16])[O:11][C:12]([CH3:15])([CH3:14])[CH3:13])[CH:7]=1. (3) Given the reactants [H-].[Al+3].[Li+].[H-].[H-].[H-].[OH-].[Na+].Cl.C(O[CH2:13][CH3:14])C.[C:15](=[O:18])([O-])[O-].[K+].[K+].C(OC([C:26]1[CH:36]=[CH:35][CH:34]=[C:28]2[C:29]([NH:31][C:32](=[O:33])[C:27]=12)=[O:30])=O)C, predict the reaction product. The product is: [OH:18][C@@H:15]1[CH2:28][CH2:27][CH2:26][CH2:36][C@H:13]1[CH2:14][N:31]1[C:32](=[O:33])[C:27]2[C:28](=[CH:34][CH:35]=[CH:36][CH:26]=2)[C:29]1=[O:30].